Dataset: Forward reaction prediction with 1.9M reactions from USPTO patents (1976-2016). Task: Predict the product of the given reaction. (1) The product is: [C:22]1([C:13]2[C:12]3[C:17](=[CH:18][C:9]([S:8][CH2:7][CH2:6][CH2:5][C:4]([OH:28])=[O:3])=[CH:10][CH:11]=3)[N:16]3[CH:19]=[N:20][N:21]=[C:15]3[CH:14]=2)[CH:23]=[CH:24][CH:25]=[CH:26][CH:27]=1. Given the reactants C([O:3][C:4](=[O:28])[CH2:5][CH2:6][CH2:7][S:8][C:9]1[CH:18]=[C:17]2[C:12]([C:13]([C:22]3[CH:27]=[CH:26][CH:25]=[CH:24][CH:23]=3)=[CH:14][C:15]3[N:16]2[CH:19]=[N:20][N:21]=3)=[CH:11][CH:10]=1)C.[Li+].[OH-].CO.Cl, predict the reaction product. (2) Given the reactants [NH:1]1[C:9]2[C:4](=[CH:5][CH:6]=[CH:7][CH:8]=2)[CH2:3][C:2]1=[O:10].[Br:11][C:12]1[CH:13]=[C:14]([CH:20]=O)[C:15]([O:18][CH3:19])=[N:16][CH:17]=1.N1CCCCC1, predict the reaction product. The product is: [Br:11][C:12]1[CH:13]=[C:14]([CH:20]=[C:3]2[C:4]3[C:9](=[CH:8][CH:7]=[CH:6][CH:5]=3)[NH:1][C:2]2=[O:10])[C:15]([O:18][CH3:19])=[N:16][CH:17]=1. (3) Given the reactants [N+:1]([C:4]1[CH:9]=[CH:8][CH:7]=[CH:6][C:5]=1[CH2:10][CH2:11][C:12]([OH:14])=O)([O-:3])=[O:2].S(Cl)([Cl:17])=O, predict the reaction product. The product is: [N+:1]([C:4]1[CH:9]=[CH:8][CH:7]=[CH:6][C:5]=1[CH2:10][CH2:11][C:12]([Cl:17])=[O:14])([O-:3])=[O:2]. (4) Given the reactants [CH2:1]([O:5][C:6]1[N:14]=[C:13]2[C:9]([N:10]=[C:11]([O:21]C)[N:12]2[CH2:15][CH2:16][CH2:17][CH2:18][CH2:19]Cl)=[C:8]([NH2:23])[N:7]=1)[CH2:2][CH2:3][CH3:4].[CH3:24][C:25]([N:28]1[CH2:33][CH2:32][NH:31][CH2:30][CH2:29]1)([CH3:27])[CH3:26], predict the reaction product. The product is: [NH2:23][C:8]1[N:7]=[C:6]([O:5][CH2:1][CH2:2][CH2:3][CH3:4])[N:14]=[C:13]2[C:9]=1[NH:10][C:11](=[O:21])[N:12]2[CH2:15][CH2:16][CH2:17][CH2:18][CH2:19][N:31]1[CH2:32][CH2:33][N:28]([C:25]([CH3:27])([CH3:26])[CH3:24])[CH2:29][CH2:30]1.